The task is: Predict the reaction yield, written as a fraction of the theoretical maximum amount of product (1.0 means a 100% yield; for example, 0.34 means a 34% yield).. This data is from Reaction yield outcomes from USPTO patents with 853,638 reactions. (1) The reactants are [C:1]1([S:7][CH2:8][C@@H:9]([C:11]([OH:13])=[O:12])[NH2:10])[CH:6]=[CH:5][CH:4]=[CH:3][CH:2]=1.[C:14]([Cl:17])(=O)C. The catalyst is CO. The product is [ClH:17].[CH3:14][O:12][C:11](=[O:13])[C@@H:9]([NH2:10])[CH2:8][S:7][C:1]1[CH:2]=[CH:3][CH:4]=[CH:5][CH:6]=1. The yield is 0.610. (2) The reactants are N1C[CH:3]([CH2:5][N:6]2[CH:10]=[C:9]([C:11]3[C:19]4[C:14](=[CH:15][C:16]([F:20])=[CH:17][CH:18]=4)[NH:13][CH:12]=3)[CH:8]=[N:7]2)C1.S(=O)(=O)(O)O.[OH2:26].[CH3:27][OH:28]. No catalyst specified. The product is [F:20][C:16]1[CH:15]=[C:14]2[C:19]([C:11]([C:9]3[CH:8]=[N:7][N:6]([CH2:5][C:3]([O:28][CH3:27])=[O:26])[CH:10]=3)=[CH:12][NH:13]2)=[CH:18][CH:17]=1. The yield is 0.310. (3) The reactants are [Br:1][C:2]1[CH:3]=[C:4]([N+:9]([O-])=O)[C:5]([CH3:8])=[N:6][CH:7]=1.Cl. The catalyst is [Fe]. The product is [Br:1][C:2]1[CH:3]=[C:4]([NH2:9])[C:5]([CH3:8])=[N:6][CH:7]=1. The yield is 0.900. (4) The reactants are [OH-:1].[Na+:2].[CH:3]1[N:7]=[CH:6][N:5]([CH2:8][C:9]([P:15]([OH:18])([OH:17])=[O:16])([P:11]([OH:14])([OH:13])=[O:12])[OH:10])[CH:4]=1.CO. The catalyst is O. The product is [CH:3]1[N:7]=[CH:6][N:5]([CH2:8][C:9]([P:11]([O-:14])([OH:13])=[O:12])([P:15]([O-:17])([OH:18])=[O:16])[OH:10])[CH:4]=1.[OH2:1].[OH2:10].[OH2:10].[OH2:10].[Na+:2].[Na+:2]. The yield is 0.900. (5) The reactants are [F:1][C:2]1[CH:3]=[C:4]([CH:7]=[CH:8][C:9]=1[F:10])[CH:5]=O.[C:11]([O:17][CH3:18])(=[O:16])[CH2:12][C:13]([CH3:15])=[O:14].N1CCCCC1.C(O)(=O)C. The catalyst is C1C=CC=CC=1. The product is [F:1][C:2]1[CH:3]=[C:4]([CH:5]=[C:12]([C:13](=[O:14])[CH3:15])[C:11]([O:17][CH3:18])=[O:16])[CH:7]=[CH:8][C:9]=1[F:10]. The yield is 0.410. (6) The reactants are [CH2:1]([N:8]1[CH2:13][CH2:12][CH:11]([NH:14][C:15]2[CH:16]=[C:17]([CH:22]=[CH:23][C:24]=2[N+:25]([O-])=O)[C:18]([O:20][CH3:21])=[O:19])[CH2:10][CH2:9]1)[C:2]1[CH:7]=[CH:6][CH:5]=[CH:4][CH:3]=1.O1CCCC1. The catalyst is [C].[Pt].CO. The product is [NH2:25][C:24]1[CH:23]=[CH:22][C:17]([C:18]([O:20][CH3:21])=[O:19])=[CH:16][C:15]=1[NH:14][CH:11]1[CH2:10][CH2:9][N:8]([CH2:1][C:2]2[CH:3]=[CH:4][CH:5]=[CH:6][CH:7]=2)[CH2:13][CH2:12]1. The yield is 0.530. (7) The reactants are O.[OH-].[Li+].C([O:6][C:7](=[O:31])[CH:8]([O:28][CH2:29][CH3:30])[CH2:9][C:10]1[CH:15]=[CH:14][C:13]([O:16][CH2:17][CH2:18][C:19]2[CH:24]=[CH:23][C:22]([N:25]([CH3:27])[CH3:26])=[CH:21][CH:20]=2)=[CH:12][CH:11]=1)C.Cl. The catalyst is O.O1CCCC1. The product is [CH3:27][N:25]([CH3:26])[C:22]1[CH:23]=[CH:24][C:19]([CH2:18][CH2:17][O:16][C:13]2[CH:14]=[CH:15][C:10]([CH2:9][CH:8]([O:28][CH2:29][CH3:30])[C:7]([OH:31])=[O:6])=[CH:11][CH:12]=2)=[CH:20][CH:21]=1. The yield is 0.840.